Dataset: Catalyst prediction with 721,799 reactions and 888 catalyst types from USPTO. Task: Predict which catalyst facilitates the given reaction. Reactant: Cl.[Cl:2][C:3]1[CH:4]=[C:5]([CH:10]2[CH:16]([CH2:17][OH:18])[O:15][CH2:14][CH2:13][NH:12][CH2:11]2)[CH:6]=[CH:7][C:8]=1[Cl:9].[C:19](O[C:19]([O:21][C:22]([CH3:25])([CH3:24])[CH3:23])=[O:20])([O:21][C:22]([CH3:25])([CH3:24])[CH3:23])=[O:20].C(N(CC)CC)C. Product: [Cl:2][C:3]1[CH:4]=[C:5]([CH:10]2[CH:16]([CH2:17][OH:18])[O:15][CH2:14][CH2:13][N:12]([C:19]([O:21][C:22]([CH3:25])([CH3:24])[CH3:23])=[O:20])[CH2:11]2)[CH:6]=[CH:7][C:8]=1[Cl:9]. The catalyst class is: 1.